Dataset: Full USPTO retrosynthesis dataset with 1.9M reactions from patents (1976-2016). Task: Predict the reactants needed to synthesize the given product. (1) Given the product [CH2:1]([S:3][C:4]1[CH:12]=[C:11]2[C:7]([C:8]([C:13]#[N:14])=[CH:9][NH:10]2)=[CH:6][CH:5]=1)[CH3:2], predict the reactants needed to synthesize it. The reactants are: [CH2:1]([S:3][C:4]1[CH:12]=[C:11]2[C:7]([CH:8]=[CH:9][NH:10]2)=[CH:6][CH:5]=1)[CH3:2].[CH3:13][N:14](C=O)C. (2) Given the product [Cl:1][C:2]1[CH:3]=[C:4]([C:20]2[C:21](=[O:23])[O:22][CH2:26][C:27]=2[C:29]2[CH:34]=[CH:33][N:32]=[CH:31][CH:30]=2)[CH:5]=[CH:6][C:7]=1[O:8][CH2:9][C:10]1[CH:19]=[CH:18][C:17]2[C:12](=[CH:13][CH:14]=[CH:15][CH:16]=2)[N:11]=1, predict the reactants needed to synthesize it. The reactants are: [Cl:1][C:2]1[CH:3]=[C:4]([CH2:20][C:21]([OH:23])=[O:22])[CH:5]=[CH:6][C:7]=1[O:8][CH2:9][C:10]1[CH:19]=[CH:18][C:17]2[C:12](=[CH:13][CH:14]=[CH:15][CH:16]=2)[N:11]=1.Br.Br[CH2:26][C:27]([C:29]1[CH:34]=[CH:33][N:32]=[CH:31][CH:30]=1)=O.C1CCN2C(=NCCC2)CC1. (3) Given the product [CH2:14]([N:11]1[C:6]2=[N:7][C:8]([CH2:9][CH3:10])=[C:3]([CH2:2][NH:1][C:29](=[O:30])[CH2:28][CH2:27][CH2:26][C:25]([O:24][CH3:23])=[O:32])[C:4]([NH:16][CH:17]3[CH2:18][CH2:19][O:20][CH2:21][CH2:22]3)=[C:5]2[CH:13]=[N:12]1)[CH3:15], predict the reactants needed to synthesize it. The reactants are: [NH2:1][CH2:2][C:3]1[C:8]([CH2:9][CH3:10])=[N:7][C:6]2[N:11]([CH2:14][CH3:15])[N:12]=[CH:13][C:5]=2[C:4]=1[NH:16][CH:17]1[CH2:22][CH2:21][O:20][CH2:19][CH2:18]1.[CH3:23][O:24][C:25](=[O:32])[CH2:26][CH2:27][CH2:28][C:29](O)=[O:30].CN(C(ON1N=NC2C=CC=CC1=2)=[N+](C)C)C.F[P-](F)(F)(F)(F)F. (4) Given the product [I:24][CH2:23][CH2:22][C:19]([C:16]([C:13]([C:10]([C:7]([C:4]([CH:3]=[CH2:2])([F:5])[F:6])([F:8])[F:9])([F:11])[F:12])([F:15])[F:14])([F:18])[F:17])([F:21])[F:20], predict the reactants needed to synthesize it. The reactants are: I[CH2:2][CH2:3][C:4]([C:7]([C:10]([C:13]([C:16]([C:19]([CH2:22][CH2:23][I:24])([F:21])[F:20])([F:18])[F:17])([F:15])[F:14])([F:12])[F:11])([F:9])[F:8])([F:6])[F:5].[OH-].[K+]. (5) The reactants are: [NH2:1][CH2:2][CH2:3][C:4]1[CH:9]=[CH:8][CH:7]=[CH:6][C:5]=1[N+:10]([O-:12])=[O:11].[C:13]([O:17][C:18]([N:20]1[CH2:25][CH2:24][C:23](=O)[CH2:22][CH2:21]1)=[O:19])([CH3:16])([CH3:15])[CH3:14].C(O)(=O)C.C([BH3-])#N.[Na+]. Given the product [N+:10]([C:5]1[CH:6]=[CH:7][CH:8]=[CH:9][C:4]=1[CH2:3][CH2:2][NH:1][CH:23]1[CH2:24][CH2:25][N:20]([C:18]([O:17][C:13]([CH3:16])([CH3:15])[CH3:14])=[O:19])[CH2:21][CH2:22]1)([O-:12])=[O:11], predict the reactants needed to synthesize it. (6) Given the product [Br:36][C:37]1[N:38]=[C:39]([C:42]([NH:1][C:2]2[CH:3]=[CH:4][C:5]([O:8][C:9]3[C:18]4[C:13](=[CH:14][C:15]([O:21][CH2:22][CH:23]5[CH2:24][CH2:25][NH:26][CH2:27][CH2:28]5)=[C:16]([O:19][CH3:20])[CH:17]=4)[N:12]=[CH:11][CH:10]=3)=[CH:6][N:7]=2)=[O:43])[S:40][CH:41]=1, predict the reactants needed to synthesize it. The reactants are: [NH2:1][C:2]1[N:7]=[CH:6][C:5]([O:8][C:9]2[C:18]3[C:13](=[CH:14][C:15]([O:21][CH2:22][CH:23]4[CH2:28][CH2:27][N:26](C(OC(C)(C)C)=O)[CH2:25][CH2:24]4)=[C:16]([O:19][CH3:20])[CH:17]=3)[N:12]=[CH:11][CH:10]=2)=[CH:4][CH:3]=1.[Br:36][C:37]1[N:38]=[C:39]([C:42](Cl)=[O:43])[S:40][CH:41]=1.BrC1N=C(C(O)=O)SC=1.